The task is: Predict which catalyst facilitates the given reaction.. This data is from Catalyst prediction with 721,799 reactions and 888 catalyst types from USPTO. (1) Reactant: [Br:1][C:2]1[CH:7]=[CH:6][C:5]([C:8]2[CH:9]=[N:10][NH:11][CH:12]=2)=[CH:4][CH:3]=1.C([O-])([O-])=O.[K+].[K+].I[CH2:20][CH2:21][O:22][CH3:23]. Product: [Br:1][C:2]1[CH:3]=[CH:4][C:5]([C:8]2[CH:12]=[N:11][N:10]([CH2:20][CH2:21][O:22][CH3:23])[CH:9]=2)=[CH:6][CH:7]=1. The catalyst class is: 3. (2) Reactant: [BH4-].[Na+].[F:3][C:4]([F:14])([F:13])[C:5]1[CH:10]=[CH:9][N:8]=[CH:7][C:6]=1[CH:11]=[O:12]. Product: [F:13][C:4]([F:3])([F:14])[C:5]1[CH:10]=[CH:9][N:8]=[CH:7][C:6]=1[CH2:11][OH:12]. The catalyst class is: 5. (3) Reactant: [Cl:1][C:2]1[CH:3]=[CH:4][N:5]=[C:6]2[C:11]=1[N:10]=[CH:9][C:8]([NH2:12])=[CH:7]2.CN(C=O)C.[H-].[Na+].Br[CH2:21][CH2:22][O:23][CH3:24]. Product: [Cl:1][C:2]1[CH:3]=[CH:4][N:5]=[C:6]2[C:11]=1[N:10]=[CH:9][C:8]([NH:12][CH2:21][CH2:22][O:23][CH3:24])=[CH:7]2. The catalyst class is: 138. (4) Reactant: Cl.[F:2][C:3]([F:39])([F:38])[C:4]1[CH:5]=[C:6]([C@H:14]([O:16][C@H:17]2[CH2:22][CH2:21][N:20]([C:23]([C@H:25]3[CH2:30][CH2:29][C@H:28]([NH2:31])[CH2:27][CH2:26]3)=[O:24])[CH2:19][C@H:18]2[C:32]2[CH:37]=[CH:36][CH:35]=[CH:34][CH:33]=2)[CH3:15])[CH:7]=[C:8]([C:10]([F:13])([F:12])[F:11])[CH:9]=1.[CH3:40][O:41][CH2:42][C:43](O)=[O:44].CCN=C=NCCCN(C)C.Cl.C1C=CC2N(O)N=NC=2C=1.CCN(C(C)C)C(C)C. Product: [F:39][C:3]([F:2])([F:38])[C:4]1[CH:5]=[C:6]([C@H:14]([O:16][C@H:17]2[CH2:22][CH2:21][N:20]([C:23]([C@H:25]3[CH2:26][CH2:27][C@H:28]([NH:31][C:43](=[O:44])[CH2:42][O:41][CH3:40])[CH2:29][CH2:30]3)=[O:24])[CH2:19][C@H:18]2[C:32]2[CH:33]=[CH:34][CH:35]=[CH:36][CH:37]=2)[CH3:15])[CH:7]=[C:8]([C:10]([F:12])([F:11])[F:13])[CH:9]=1. The catalyst class is: 18. (5) Reactant: [F:1][C@H:2]1[C@@H:7]([S:8][CH3:9])[CH2:6][CH2:5][N:4]([C:10]2[N:15]=[C:14]([NH:16][C:17]3[N:22]=[CH:21][C:20]4[N:23]=[C:24]([CH2:29][O:30]C5CCCCO5)[N:25]([CH:26]([CH3:28])[CH3:27])[C:19]=4[CH:18]=3)[CH:13]=[CH:12][N:11]=2)[CH2:3]1.FC(F)(F)C(O)=O.C1(C)C=CC=CC=1. Product: [F:1][C@H:2]1[C@@H:7]([S:8][CH3:9])[CH2:6][CH2:5][N:4]([C:10]2[N:15]=[C:14]([NH:16][C:17]3[N:22]=[CH:21][C:20]4[N:23]=[C:24]([CH2:29][OH:30])[N:25]([CH:26]([CH3:28])[CH3:27])[C:19]=4[CH:18]=3)[CH:13]=[CH:12][N:11]=2)[CH2:3]1. The catalyst class is: 4. (6) Reactant: [F:1][C:2]([F:14])([F:13])[C:3]1[CH:11]=[CH:10][CH:9]=[C:8]2[C:4]=1[CH2:5][CH2:6][C:7]2=[O:12].C(N(CC)CC)C.C(O)=O. Product: [F:1][C:2]([F:13])([F:14])[C:3]1[CH:11]=[CH:10][CH:9]=[C:8]2[C:4]=1[CH2:5][CH2:6][C@@H:7]2[OH:12]. The catalyst class is: 4. (7) Reactant: [CH2:1]([O:3][C:4](=[O:18])[CH:5]([O:15][CH2:16][CH3:17])[CH2:6][C:7]1[CH:12]=[CH:11][C:10]([OH:13])=[C:9]([F:14])[CH:8]=1)[CH3:2].Cl[CH2:20][C:21]1[N:22]=[C:23]([C:26]2[CH:31]=[CH:30][C:29]([C:32]([F:35])([F:34])[F:33])=[CH:28][CH:27]=2)[S:24][CH:25]=1.FC(F)(F)C1C=CC(C(N)=S)=CC=1.ClCC(CCl)=O.C(=O)([O-])[O-].[Cs+].[Cs+]. Product: [CH2:1]([O:3][C:4](=[O:18])[CH:5]([O:15][CH2:16][CH3:17])[CH2:6][C:7]1[CH:12]=[CH:11][C:10]([O:13][CH2:20][C:21]2[N:22]=[C:23]([C:26]3[CH:27]=[CH:28][C:29]([C:32]([F:35])([F:33])[F:34])=[CH:30][CH:31]=3)[S:24][CH:25]=2)=[C:9]([F:14])[CH:8]=1)[CH3:2]. The catalyst class is: 10. (8) Reactant: C([O:5][C:6](=[O:17])[CH2:7][N:8]1[C:12]2[CH:13]=[CH:14][CH:15]=[CH:16][C:11]=2[N:10]=[N:9]1)(C)(C)C.C(O)(C(F)(F)F)=O. Product: [N:8]1([CH2:7][C:6]([OH:17])=[O:5])[C:12]2[CH:13]=[CH:14][CH:15]=[CH:16][C:11]=2[N:10]=[N:9]1. The catalyst class is: 2. (9) The catalyst class is: 465. Product: [Cl:1][C:2]1[CH:7]=[CH:6][C:5]([CH:8]2[CH2:13][CH2:12][CH2:11][N:10]([C:14]([C:16]3[CH:17]=[N:18][N:19]([CH3:24])[C:20]=3[NH2:21])=[O:15])[CH2:9]2)=[C:4]([CH3:25])[CH:3]=1. Reactant: [Cl:1][C:2]1[CH:7]=[CH:6][C:5]([CH:8]2[CH2:13][CH2:12][CH2:11][N:10]([C:14]([C:16]3[CH:17]=[N:18][N:19]([CH3:24])[C:20]=3[N+:21]([O-])=O)=[O:15])[CH2:9]2)=[C:4]([CH3:25])[CH:3]=1.[H][H].